This data is from Reaction yield outcomes from USPTO patents with 853,638 reactions. The task is: Predict the reaction yield, written as a fraction of the theoretical maximum amount of product (1.0 means a 100% yield; for example, 0.34 means a 34% yield). (1) The reactants are [Cl:1][C:2]1[CH:3]=[C:4]2[C:8](=[CH:9][CH:10]=1)[NH:7][CH:6]=[C:5]2[CH2:11][CH2:12][NH:13][C:14](=[O:22])[C:15]1[CH:20]=[CH:19][C:18](I)=[CH:17][CH:16]=1.[N:23]1[CH:28]=[CH:27][C:26](B(O)O)=[CH:25][CH:24]=1.C(=O)([O-])[O-].[Na+].[Na+]. The catalyst is C(COC)OC.O.C1C=CC([P]([Pd]([P](C2C=CC=CC=2)(C2C=CC=CC=2)C2C=CC=CC=2)([P](C2C=CC=CC=2)(C2C=CC=CC=2)C2C=CC=CC=2)[P](C2C=CC=CC=2)(C2C=CC=CC=2)C2C=CC=CC=2)(C2C=CC=CC=2)C2C=CC=CC=2)=CC=1. The product is [Cl:1][C:2]1[CH:3]=[C:4]2[C:8](=[CH:9][CH:10]=1)[NH:7][CH:6]=[C:5]2[CH2:11][CH2:12][NH:13][C:14](=[O:22])[C:15]1[CH:20]=[CH:19][C:18]([C:26]2[CH:27]=[CH:28][N:23]=[CH:24][CH:25]=2)=[CH:17][CH:16]=1. The yield is 0.770. (2) The reactants are [CH2:1]([O:3][C:4]([C@H:6]1[C@@H:11]([NH2:12])[C@H:10]2[CH2:13][C@@H:7]1[CH2:8][CH2:9]2)=[O:5])[CH3:2].[F:14][C:15]1[CH:22]=[CH:21][C:18]([CH:19]=O)=[CH:17][CH:16]=1.C(O)(=O)C.C([BH3-])#N.[Na+]. The catalyst is C(O)C.C(OCC)(=O)C. The product is [CH2:1]([O:3][C:4]([C@H:6]1[C@@H:11]([NH:12][CH2:19][C:18]2[CH:21]=[CH:22][C:15]([F:14])=[CH:16][CH:17]=2)[C@H:10]2[CH2:13][C@@H:7]1[CH2:8][CH2:9]2)=[O:5])[CH3:2]. The yield is 0.950. (3) The reactants are [F:1][C:2]1([F:58])[CH2:7][CH2:6][CH:5]([C:8]2[C:17]3[CH:16]([O:18]CC4C=CC(OC)=CC=4)[CH2:15][C:14]([CH3:29])([CH3:28])[CH2:13][C:12]=3[N:11]=[C:10]([CH:30]3[CH2:35][CH2:34][N:33]([C:36]4[N:41]=[CH:40][C:39]([CH2:42][O:43][CH2:44][CH3:45])=[CH:38][N:37]=4)[CH2:32][CH2:31]3)[C:9]=2[CH:46]([F:57])[C:47]2[CH:52]=[CH:51][C:50]([C:53]([F:56])([F:55])[F:54])=[CH:49][CH:48]=2)[CH2:4][CH2:3]1.C1(OC)C=CC=CC=1.FC(F)(F)C(O)=O.C(=O)([O-])O.[Na+]. The catalyst is ClCCl. The product is [F:58][C:2]1([F:1])[CH2:3][CH2:4][CH:5]([C:8]2[C:17]3[CH:16]([OH:18])[CH2:15][C:14]([CH3:28])([CH3:29])[CH2:13][C:12]=3[N:11]=[C:10]([CH:30]3[CH2:35][CH2:34][N:33]([C:36]4[N:41]=[CH:40][C:39]([CH2:42][O:43][CH2:44][CH3:45])=[CH:38][N:37]=4)[CH2:32][CH2:31]3)[C:9]=2[CH:46]([F:57])[C:47]2[CH:48]=[CH:49][C:50]([C:53]([F:54])([F:56])[F:55])=[CH:51][CH:52]=2)[CH2:6][CH2:7]1. The yield is 0.580. (4) The reactants are Cl[C:2]1[CH:7]=[CH:6][C:5]([Cl:8])=[CH:4][C:3]=1[S:9][CH2:10][CH2:11][CH2:12][C:13]([OH:15])=[O:14].[Cl:16]C1C=C(S)C=CC=1Cl.[OH-].[K+].BrCCCC(OCC)=O. The catalyst is O.C(O)C. The product is [Cl:8][C:5]1[CH:4]=[C:3]([S:9][CH2:10][CH2:11][CH2:12][C:13]([OH:15])=[O:14])[CH:2]=[CH:7][C:6]=1[Cl:16]. The yield is 0.330. (5) The reactants are Cl[C:2]1[N:7]=[C:6]([C:8]2[C:16]3[C:11](=[N:12][CH:13]=[CH:14][N:15]=3)[NH:10][N:9]=2)[CH:5]=[CH:4][CH:3]=1.[NH:17]1[CH2:22][CH2:21][NH:20][CH2:19][CH2:18]1. The catalyst is CN1C(=O)CCC1.CCOC(C)=O. The product is [N:17]1([C:2]2[N:7]=[C:6]([C:8]3[C:16]4[C:11](=[N:12][CH:13]=[CH:14][N:15]=4)[NH:10][N:9]=3)[CH:5]=[CH:4][CH:3]=2)[CH2:22][CH2:21][NH:20][CH2:19][CH2:18]1. The yield is 0.110. (6) The reactants are [C:1]([C:5]1[C:6]([C:28]2[CH:33]=[CH:32][CH:31]=[CH:30][CH:29]=2)=[CH:7][C:8]2[CH2:9][C:10]3[C:15]([C:16]=2[CH:17]=1)=[CH:14][C:13]([C:18]([CH3:21])([CH3:20])[CH3:19])=[C:12]([C:22]1[CH:27]=[CH:26][CH:25]=[CH:24][CH:23]=1)[CH:11]=3)([CH3:4])([CH3:3])[CH3:2].[CH2:34]([C:41]([C:47]1[CH:52]=[CH:51][C:50]([Cl:53])=[CH:49][CH:48]=1)=C1C=CC=C1)[C:35]1[CH:40]=[CH:39][CH:38]=[CH:37][CH:36]=1.Cl.C(OCC)C.C[CH2:61][CH2:62][CH2:63][CH2:64][CH3:65]. The catalyst is C1COCC1. The product is [CH2:34]([C:41]([C:47]1[CH:48]=[CH:49][C:50]([Cl:53])=[CH:51][CH:52]=1)=[C:14]1[C:15]2[C:10]([CH:9]=[C:8]3[C:16]=2[CH:17]=[C:5]([C:1]([CH3:2])([CH3:3])[CH3:4])[C:6]([C:28]2[CH:29]=[CH:30][CH:31]=[CH:32][CH:33]=2)=[CH:7]3)=[C:11]([CH:62]2[CH:61]=[CH:65][CH:64]=[CH:63]2)[C:12]([C:22]2[CH:27]=[CH:26][CH:25]=[CH:24][CH:23]=2)=[C:13]1[C:18]([CH3:21])([CH3:20])[CH3:19])[C:35]1[CH:40]=[CH:39][CH:38]=[CH:37][CH:36]=1. The yield is 0.730.